From a dataset of Reaction yield outcomes from USPTO patents with 853,638 reactions. Predict the reaction yield, written as a fraction of the theoretical maximum amount of product (1.0 means a 100% yield; for example, 0.34 means a 34% yield). (1) The reactants are C(N(CC)CC)C.[CH3:8][C@H:9]1[C:17]2[C:16]([N:18]3[CH2:23][CH2:22][N:21]([C:24]([O:26][C:27]([CH3:30])([CH3:29])[CH3:28])=[O:25])[CH2:20][CH2:19]3)=[N:15][CH:14]=[N:13][C:12]=2[C:11](=[O:31])[CH2:10]1.O[C@H]1C2N=CN=C(N3CCN(C(OC(C)(C)C)=O)CC3)C=2[C@H](C)C1. The catalyst is C(Cl)Cl. The product is [OH:31][C@@H:11]1[C:12]2[N:13]=[CH:14][N:15]=[C:16]([N:18]3[CH2:23][CH2:22][N:21]([C:24]([O:26][C:27]([CH3:30])([CH3:29])[CH3:28])=[O:25])[CH2:20][CH2:19]3)[C:17]=2[C@H:9]([CH3:8])[CH2:10]1. The yield is 0.953. (2) The reactants are [CH2:1]([O:8][C:9]1[CH:14]=[CH:13][C:12]([OH:15])=[CH:11][CH:10]=1)[C:2]1[CH:7]=[CH:6][CH:5]=[CH:4][CH:3]=1.[H-].[Na+].[C:18]([O:22][C:23]([N:25]1[CH2:29][CH2:28][CH2:27][C@@H:26]1[CH2:30]OS(C1C=CC(C)=CC=1)(=O)=O)=[O:24])([CH3:21])([CH3:20])[CH3:19]. The catalyst is CN(C=O)C. The product is [C:18]([O:22][C:23]([N:25]1[CH2:29][CH2:28][CH2:27][C@@H:26]1[CH2:30][O:15][C:12]1[CH:11]=[CH:10][C:9]([O:8][CH2:1][C:2]2[CH:3]=[CH:4][CH:5]=[CH:6][CH:7]=2)=[CH:14][CH:13]=1)=[O:24])([CH3:21])([CH3:19])[CH3:20]. The yield is 0.860. (3) The reactants are [CH3:1][O:2][C:3]1[C:12]2[NH:11][C:10](=[O:13])[O:9][C:8]([CH3:15])([CH3:14])[C:7]=2[CH:6]=[CH:5][CH:4]=1.C([O-])(=O)C.[Na+].[Br:21]Br.[OH-].[NH4+]. The catalyst is C(O)(=O)C. The product is [Br:21][C:5]1[CH:4]=[C:3]([O:2][CH3:1])[C:12]2[NH:11][C:10](=[O:13])[O:9][C:8]([CH3:15])([CH3:14])[C:7]=2[CH:6]=1. The yield is 0.930. (4) The reactants are [Br:1][C:2]1[C:9]([CH3:10])=[CH:8][CH:7]=[CH:6][C:3]=1[CH2:4]Br.[C:11](=O)(O)[O-:12].[Na+].C(O)(=O)C. The catalyst is CO. The product is [Br:1][C:2]1[C:9]([CH3:10])=[CH:8][CH:7]=[CH:6][C:3]=1[CH2:4][O:12][CH3:11]. The yield is 0.990. (5) The reactants are FC1C=CC(C(=O)CBr)=CC=1.[C:12]([CH:14]([CH2:20][C:21]([C:23]1[CH:28]=[CH:27][C:26]([F:29])=[CH:25][CH:24]=1)=O)[C:15]([O:17][CH2:18][CH3:19])=[O:16])#[N:13].FC1C=CC(C2NC=C(C(OCC)=O)C=2)=CC=1.[H-].[Na+].[C:49]1([S:55](Cl)(=[O:57])=[O:56])[CH:54]=[CH:53][CH:52]=[CH:51][CH:50]=1. The catalyst is CN(C)C=O.O. The product is [F:29][C:26]1[CH:27]=[CH:28][C:23]([C:21]2[N:13]([S:55]([C:49]3[CH:54]=[CH:53][CH:52]=[CH:51][CH:50]=3)(=[O:57])=[O:56])[CH:12]=[C:14]([C:15]([O:17][CH2:18][CH3:19])=[O:16])[CH:20]=2)=[CH:24][CH:25]=1. The yield is 0.680. (6) The reactants are [CH3:1][C:2]1([CH3:8])[CH:6]([NH2:7])[CH2:5][CH2:4][O:3]1.Cl[C:10]1[C:19]2[C:14](=[C:15]([O:22][CH3:23])[C:16]([O:20][CH3:21])=[CH:17][CH:18]=2)[N:13]=[CH:12][N:11]=1.CCN(C(C)C)C(C)C. The catalyst is CN(C=O)C. The product is [CH3:1][C:2]1([CH3:8])[CH:6]([NH:7][C:10]2[C:19]3[C:14](=[C:15]([O:22][CH3:23])[C:16]([O:20][CH3:21])=[CH:17][CH:18]=3)[N:13]=[CH:12][N:11]=2)[CH2:5][CH2:4][O:3]1. The yield is 0.130. (7) The yield is 0.760. The catalyst is CO. The product is [N:11]1[C:10]([C:5]2[CH:6]=[CH:7][CH:8]=[CH:9][C:4]=2[NH2:1])=[CH:18][N:13]2[CH:14]=[CH:15][CH:16]=[N:17][C:12]=12. The reactants are [N+:1]([C:4]1[CH:9]=[CH:8][CH:7]=[CH:6][C:5]=1[C:10]1[N:11]=[C:12]2[N:17]=[CH:16][CH:15]=[CH:14][N:13]2[CH:18]=1)([O-])=O.